The task is: Predict the reaction yield, written as a fraction of the theoretical maximum amount of product (1.0 means a 100% yield; for example, 0.34 means a 34% yield).. This data is from Reaction yield outcomes from USPTO patents with 853,638 reactions. (1) The reactants are FC(F)(F)C1C=C(C=CC=1)[NH2:6].[C:12]([NH:19][C:20]([NH:22][C:23]([O:25][C:26]([CH3:29])([CH3:28])[CH3:27])=[O:24])=S)([O:14][C:15]([CH3:18])([CH3:17])[CH3:16])=[O:13].CCN(CC)CC. The catalyst is C(Cl)Cl.CCCCCC.C(OCC)(=O)C.[Hg](Cl)Cl. The product is [C:12]([NH:19][C:20](=[NH:6])[NH:22][C:23]([O:25][C:26]([CH3:29])([CH3:28])[CH3:27])=[O:24])([O:14][C:15]([CH3:18])([CH3:17])[CH3:16])=[O:13]. The yield is 0.894. (2) The reactants are [CH3:1][N:2]1[C:10]2[C:9]([OH:11])=[N:8][CH:7]=[N:6][C:5]=2[CH:4]=[CH:3]1.Br[CH2:13][C:14]1[CH:19]=[CH:18][C:17]([N+:20]([O-:22])=[O:21])=[CH:16][CH:15]=1.C(=O)([O-])[O-].[K+].[K+].[I-].[Na+]. The catalyst is O.CN(C)C=O. The product is [CH3:1][N:2]1[C:10]2[C:9]([O:11][CH2:13][C:14]3[CH:19]=[CH:18][C:17]([N+:20]([O-:22])=[O:21])=[CH:16][CH:15]=3)=[N:8][CH:7]=[N:6][C:5]=2[CH:4]=[CH:3]1. The yield is 0.520. (3) The reactants are [CH3:1][Si:2]([CH3:19])([CH3:18])[CH2:3][CH2:4][O:5][CH2:6][N:7]1[CH:11]=[C:10]([C:12]#[C:13][Si](C)(C)C)[CH:9]=[N:8]1.O1CCCC1.CCCC[N+](CCCC)(CCCC)CCCC.[F-]. The catalyst is C(OCC)(=O)C. The product is [C:12]([C:10]1[CH:9]=[N:8][N:7]([CH2:6][O:5][CH2:4][CH2:3][Si:2]([CH3:18])([CH3:1])[CH3:19])[CH:11]=1)#[CH:13]. The yield is 0.500. (4) The reactants are [F:1][C:2]1[CH:20]=[C:19]([N+:21]([O-:23])=[O:22])[CH:18]=[CH:17][C:3]=1[O:4][C:5]1[CH:10]=[CH:9][N:8]=[C:7]2[CH:11]=[C:12]([C:14](O)=[O:15])[S:13][C:6]=12.C(Cl)(=O)C([Cl:27])=O. The catalyst is C(Cl)Cl. The product is [F:1][C:2]1[CH:20]=[C:19]([N+:21]([O-:23])=[O:22])[CH:18]=[CH:17][C:3]=1[O:4][C:5]1[CH:10]=[CH:9][N:8]=[C:7]2[CH:11]=[C:12]([C:14]([Cl:27])=[O:15])[S:13][C:6]=12. The yield is 0.940. (5) The reactants are [C:1]([O:5][C:6]([N:8]([C:16]1[C:21](Cl)=[N:20][CH:19]=[C:18]([C:23]2[N:24]=[C:25]([N:32]([C:59]([O:61][C:62]([CH3:65])([CH3:64])[CH3:63])=[O:60])[C:33]3[CH:38]=[CH:37][C:36]([N:39]4[CH2:44][CH2:43][N:42]([CH:45]5[CH2:48][O:47][CH2:46]5)[CH2:41][CH2:40]4)=[C:35]([O:49][CH2:50][CH2:51][O:52][CH:53]4[CH2:58][CH2:57][CH2:56][CH2:55][O:54]4)[CH:34]=3)[C:26]3[N:27]([CH:29]=[CH:30][N:31]=3)[CH:28]=2)[N:17]=1)[C:9](=[O:15])[O:10][C:11]([CH3:14])([CH3:13])[CH3:12])=[O:7])([CH3:4])([CH3:3])[CH3:2].[CH3:66]B(O)O. The catalyst is C(=O)([O-])[O-].[Na+].[Na+].COCCOC.C(Cl)Cl.O.C1C=CC([P]([Pd]([P](C2C=CC=CC=2)(C2C=CC=CC=2)C2C=CC=CC=2)([P](C2C=CC=CC=2)(C2C=CC=CC=2)C2C=CC=CC=2)[P](C2C=CC=CC=2)(C2C=CC=CC=2)C2C=CC=CC=2)(C2C=CC=CC=2)C2C=CC=CC=2)=CC=1. The product is [C:1]([O:5][C:6]([N:8]([C:16]1[C:21]([CH3:66])=[N:20][CH:19]=[C:18]([C:23]2[N:24]=[C:25]([N:32]([C:59]([O:61][C:62]([CH3:65])([CH3:64])[CH3:63])=[O:60])[C:33]3[CH:38]=[CH:37][C:36]([N:39]4[CH2:44][CH2:43][N:42]([CH:45]5[CH2:48][O:47][CH2:46]5)[CH2:41][CH2:40]4)=[C:35]([O:49][CH2:50][CH2:51][O:52][CH:53]4[CH2:58][CH2:57][CH2:56][CH2:55][O:54]4)[CH:34]=3)[C:26]3[N:27]([CH:29]=[CH:30][N:31]=3)[CH:28]=2)[N:17]=1)[C:9](=[O:15])[O:10][C:11]([CH3:14])([CH3:13])[CH3:12])=[O:7])([CH3:4])([CH3:3])[CH3:2]. The yield is 0.650. (6) The reactants are Br[C:2]1[CH:3]=[C:4]2[C:10]([C:11]3[CH:12]=[N:13][N:14]([CH2:16][C:17]4[CH:22]=[CH:21][CH:20]=[C:19]([F:23])[CH:18]=4)[CH:15]=3)=[CH:9][N:8]([S:24]([C:27]3[CH:33]=[CH:32][C:30]([CH3:31])=[CH:29][CH:28]=3)(=[O:26])=[O:25])[C:5]2=[N:6][CH:7]=1.CC1(C)C(C)(C)OB([C:42]2[CH:47]=[CH:46][C:45]([N:48]3[CH2:53][CH2:52][N:51]([C:54]([O:56][C:57]([CH3:60])([CH3:59])[CH3:58])=[O:55])[CH2:50][CH2:49]3)=[CH:44][CH:43]=2)O1.C(=O)([O-])[O-].[Na+].[Na+]. The catalyst is COCCOC.O. The product is [F:23][C:19]1[CH:18]=[C:17]([CH:22]=[CH:21][CH:20]=1)[CH2:16][N:14]1[CH:15]=[C:11]([C:10]2[C:4]3[C:5](=[N:6][CH:7]=[C:2]([C:42]4[CH:43]=[CH:44][C:45]([N:48]5[CH2:49][CH2:50][N:51]([C:54]([O:56][C:57]([CH3:60])([CH3:59])[CH3:58])=[O:55])[CH2:52][CH2:53]5)=[CH:46][CH:47]=4)[CH:3]=3)[N:8]([S:24]([C:27]3[CH:33]=[CH:32][C:30]([CH3:31])=[CH:29][CH:28]=3)(=[O:26])=[O:25])[CH:9]=2)[CH:12]=[N:13]1. The yield is 0.595. (7) The product is [C:25]([Si:22]([CH3:24])([CH3:23])[N:19]1[C:16]2=[N:17][CH:18]=[C:13]([Sn:29]([CH2:34][CH2:35][CH2:36][CH3:37])([CH2:38][CH2:39][CH2:40][CH3:41])[CH2:30][CH2:31][CH2:32][CH3:33])[CH:14]=[C:15]2[CH:21]=[CH:20]1)([CH3:28])([CH3:27])[CH3:26]. The yield is 1.15. The catalyst is C1COCC1.C(OCC)(=O)C. The reactants are [Li]CCCC.CCCCCC.Br[C:13]1[CH:14]=[C:15]2[CH:21]=[CH:20][N:19]([Si:22]([C:25]([CH3:28])([CH3:27])[CH3:26])([CH3:24])[CH3:23])[C:16]2=[N:17][CH:18]=1.[Sn:29](I)([CH2:38][CH2:39][CH2:40][CH3:41])([CH2:34][CH2:35][CH2:36][CH3:37])[CH2:30][CH2:31][CH2:32][CH3:33]. (8) The reactants are [CH2:1]([O:5][C:6]1[CH:7]=[C:8]([CH2:20][CH2:21][C:22]([O:24][CH3:25])=[O:23])[CH:9]=[CH:10][C:11]=1[C:12]1[CH:16]=[C:15](CNC)[S:14][CH:13]=1)[CH2:2][CH2:3][CH3:4].[CH3:26][N:27]([C:29]1[CH:34]=[CH:33][CH:32]=[CH:31]N=1)[CH3:28].[C:35](Cl)(=O)[CH2:36][CH2:37]CCCCC.C(=O)([O-])[OH:46].[Na+]. The product is [CH2:1]([O:5][C:6]1[CH:7]=[C:8]([CH2:20][CH2:21][C:22]([O:24][CH3:25])=[O:23])[CH:9]=[CH:10][C:11]=1[C:12]1[CH:16]=[C:15]([CH2:26][N:27]([CH3:28])[C:29](=[O:46])[CH2:34][CH2:33][CH2:32][CH2:31][CH2:35][CH2:36][CH3:37])[S:14][CH:13]=1)[CH2:2][CH2:3][CH3:4]. The catalyst is ClCCl.C(N(CC)CC)C. The yield is 0.810. (9) The reactants are C(=O)([O-])[O-].[K+].[K+].[OH:7][C:8]1[CH:9]=[C:10]([CH:15]=[C:16]([OH:18])[CH:17]=1)[C:11]([O:13][CH3:14])=[O:12].[CH2:19](Br)[C:20]1[CH:25]=[CH:24][CH:23]=[CH:22][CH:21]=1. The catalyst is CN(C=O)C. The product is [CH2:19]([O:7][C:8]1[CH:9]=[C:10]([CH:15]=[C:16]([OH:18])[CH:17]=1)[C:11]([O:13][CH3:14])=[O:12])[C:20]1[CH:25]=[CH:24][CH:23]=[CH:22][CH:21]=1. The yield is 0.210. (10) The reactants are [CH:1]1([C:7]2[C:8]3[S:23][C:22]([C:24]([O:26]C)=[O:25])=[CH:21][C:9]=3[N:10]([CH2:18][O:19][CH3:20])[C:11]=2[C:12]2[CH:17]=[CH:16][CH:15]=[CH:14][CH:13]=2)[CH2:6][CH2:5][CH2:4][CH2:3][CH2:2]1.[OH-].[Na+]. The catalyst is C1COCC1.CO. The product is [CH:1]1([C:7]2[C:8]3[S:23][C:22]([C:24]([OH:26])=[O:25])=[CH:21][C:9]=3[N:10]([CH2:18][O:19][CH3:20])[C:11]=2[C:12]2[CH:17]=[CH:16][CH:15]=[CH:14][CH:13]=2)[CH2:2][CH2:3][CH2:4][CH2:5][CH2:6]1. The yield is 0.930.